This data is from Reaction yield outcomes from USPTO patents with 853,638 reactions. The task is: Predict the reaction yield, written as a fraction of the theoretical maximum amount of product (1.0 means a 100% yield; for example, 0.34 means a 34% yield). (1) The reactants are [N:1]([CH:4]([C:7]1[N:8]=[C:9]2[CH:18]=[CH:17][CH:16]=[C:15]([CH3:19])[N:10]2[C:11](=[O:14])[C:12]=1I)[CH2:5][CH3:6])=[N+:2]=[N-:3].[C:20]1(B(O)O)[CH:25]=[CH:24][CH:23]=[CH:22][CH:21]=1.C(=O)([O-])[O-].[Na+].[Na+]. The catalyst is O1CCOCC1.O.CCOC(C)=O.C1C=CC([P]([Pd]([P](C2C=CC=CC=2)(C2C=CC=CC=2)C2C=CC=CC=2)([P](C2C=CC=CC=2)(C2C=CC=CC=2)C2C=CC=CC=2)[P](C2C=CC=CC=2)(C2C=CC=CC=2)C2C=CC=CC=2)(C2C=CC=CC=2)C2C=CC=CC=2)=CC=1. The product is [N:1]([CH:4]([C:7]1[N:8]=[C:9]2[CH:18]=[CH:17][CH:16]=[C:15]([CH3:19])[N:10]2[C:11](=[O:14])[C:12]=1[C:20]1[CH:25]=[CH:24][CH:23]=[CH:22][CH:21]=1)[CH2:5][CH3:6])=[N+:2]=[N-:3]. The yield is 0.534. (2) The reactants are [F:1][C:2]([F:7])([F:6])[C:3]([OH:5])=[O:4].[CH3:8][N:9]([CH3:39])[C:10]1[CH:15]=[C:14]([C:16]2[CH:17]=[C:18]3[C:22](=[C:23]([C:25]([NH2:27])=[O:26])[CH:24]=2)[NH:21][CH:20]=[C:19]3[CH:28]2[CH2:33][CH2:32][N:31]([S:34]([CH2:37][CH3:38])(=[O:36])=[O:35])[CH2:30][CH2:29]2)[CH:13]=[CH:12][N:11]=1.[CH3:40]NC. No catalyst specified. The product is [F:1][C:2]([F:7])([F:6])[C:3]([OH:5])=[O:4].[CH2:37]([S:34]([N:31]1[CH2:30][CH2:29][CH:28]([C:19]2[C:18]3[C:22](=[C:23]([C:25]([NH2:27])=[O:26])[CH:24]=[C:16]([C:14]4[CH:13]=[CH:12][N:11]=[C:10]([N:9]5[CH2:39][CH2:3][O:5][CH2:40][CH2:8]5)[CH:15]=4)[CH:17]=3)[NH:21][CH:20]=2)[CH2:33][CH2:32]1)(=[O:36])=[O:35])[CH3:38]. The yield is 0.211. (3) The reactants are Cl.[CH3:2][O:3][C:4](=[O:9])[C@H:5]([CH2:7][OH:8])[NH2:6].[Br:10][C:11]1[CH:16]=[CH:15][C:14]([C:17](=O)[CH2:18][S:19][C:20]#[N:21])=[CH:13][CH:12]=1.C(N(CC)CC)C. The catalyst is C(O)C. The product is [CH3:2][O:3][C:4](=[O:9])[CH:5]([NH:6][C:20]1[S:19][CH:18]=[C:17]([C:14]2[CH:15]=[CH:16][C:11]([Br:10])=[CH:12][CH:13]=2)[N:21]=1)[CH2:7][OH:8]. The yield is 0.790. (4) The reactants are [CH:1]([N:14]1[CH2:19][CH2:18][N:17]([C:20]2[C:21]([F:30])=[CH:22][C:23]([N+:27]([O-:29])=[O:28])=[C:24]([NH2:26])[CH:25]=2)[CH2:16][CH2:15]1)([C:8]1[CH:13]=[CH:12][CH:11]=[CH:10][CH:9]=1)[C:2]1[CH:7]=[CH:6][CH:5]=[CH:4][CH:3]=1.[CH2:31]([CH:33]([CH2:37][CH3:38])[C:34](Cl)=[O:35])[CH3:32]. No catalyst specified. The product is [CH:1]([N:14]1[CH2:15][CH2:16][N:17]([C:20]2[C:21]([F:30])=[CH:22][C:23]([N+:27]([O-:29])=[O:28])=[C:24]([NH:26][C:34](=[O:35])[CH:33]([CH2:37][CH3:38])[CH2:31][CH3:32])[CH:25]=2)[CH2:18][CH2:19]1)([C:8]1[CH:9]=[CH:10][CH:11]=[CH:12][CH:13]=1)[C:2]1[CH:7]=[CH:6][CH:5]=[CH:4][CH:3]=1. The yield is 0.725.